From a dataset of Full USPTO retrosynthesis dataset with 1.9M reactions from patents (1976-2016). Predict the reactants needed to synthesize the given product. (1) The reactants are: [Cl:1][C:2]1[CH:7]=[CH:6][C:5]([C:8]2[C:12]([C:13]3[CH:18]=[CH:17][N:16]=[C:15]([NH:19][C:20]4[CH:25]=[CH:24][C:23]([N:26]5[CH2:31][CH2:30][N:29]([CH3:32])[CH2:28][CH2:27]5)=[CH:22][CH:21]=4)[N:14]=3)=[CH:11][NH:10][N:9]=2)=[CH:4][CH:3]=1.[CH3:33]O. Given the product [Cl:1][C:2]1[CH:7]=[CH:6][C:5]([C:8]2[C:12]([C:13]3[CH:18]=[CH:17][N:16]=[C:15]([NH:19][C:20]4[CH:21]=[CH:22][C:23]([N:26]5[CH2:31][CH2:30][N:29]([CH3:32])[CH2:28][CH2:27]5)=[CH:24][CH:25]=4)[N:14]=3)=[CH:11][N:10]([CH3:33])[N:9]=2)=[CH:4][CH:3]=1, predict the reactants needed to synthesize it. (2) The reactants are: [CH3:1][O:2][C:3](=[O:19])[C:4]1[CH:9]=[CH:8][C:7]([N+:10]([O-])=O)=[C:6]([O:13][CH:14]2[CH2:18][CH2:17][O:16][CH2:15]2)[CH:5]=1. Given the product [CH3:1][O:2][C:3](=[O:19])[C:4]1[CH:9]=[CH:8][C:7]([NH2:10])=[C:6]([O:13][CH:14]2[CH2:18][CH2:17][O:16][CH2:15]2)[CH:5]=1, predict the reactants needed to synthesize it. (3) The reactants are: [CH3:1][N:2]([CH3:15])[C:3]1[CH:8]=[CH:7][C:6]([C:9](=[S:11])[NH2:10])=[CH:5][C:4]=1[N+:12]([O-:14])=[O:13].[CH:16]12[O:22][CH:21]1[CH2:20][CH2:19][CH2:18][C:17]2=O.[CH3:24][OH:25]. Given the product [CH3:15][NH:2][C:3]1[CH:8]=[CH:7][C:6]([C:9]2[S:11][C:20]3[CH:21]([OH:22])[CH2:16][CH2:17][CH2:18][C:19]=3[N:10]=2)=[CH:5][C:4]=1[N+:12]([O-:14])=[O:13].[CH3:24][O:25][CH:20]1[C:21]2[S:11][C:9]([C:6]3[CH:7]=[CH:8][C:3]([NH:2][CH3:1])=[C:4]([N+:12]([O-:14])=[O:13])[CH:5]=3)=[N:10][C:16]=2[CH2:17][CH2:18][CH2:19]1, predict the reactants needed to synthesize it. (4) Given the product [CH2:37]([O:8][C@H:9]1[CH2:10][CH2:11][C@H:12]([N:15]2[C:19](=[O:20])[C:18]3=[CH:21][CH:22]=[CH:23][CH:24]=[C:17]3[C:16]2=[O:25])[CH2:13][CH2:14]1)[CH2:38][CH3:39], predict the reactants needed to synthesize it. The reactants are: [Si]([O:8][C@H:9]1[CH2:14][CH2:13][C@H:12]([N:15]2[C:19](=[O:20])[C:18]3=[CH:21][CH:22]=[CH:23][CH:24]=[C:17]3[C:16]2=[O:25])[CH2:11][CH2:10]1)(C(C)(C)C)(C)C.C([SiH](CC)CC)C.[Bi](Br)(Br)Br.[CH:37](=O)[CH2:38][CH3:39].